Dataset: Reaction yield outcomes from USPTO patents with 853,638 reactions. Task: Predict the reaction yield, written as a fraction of the theoretical maximum amount of product (1.0 means a 100% yield; for example, 0.34 means a 34% yield). (1) The reactants are [C:1]([O:4][C:5]1[C:26]2[C:21](=[CH:22][CH:23]=[CH:24][CH:25]=2)[C:8]2[O:9][CH:10]=[C:11]([C:12]3[CH:17]=[CH:16][C:15]([CH:18]([CH3:20])[CH3:19])=[CH:14][CH:13]=3)[C:7]=2[C:6]=1[CH3:27])(=[O:3])[CH3:2]. The catalyst is CCCCCC.C(OCC)(=O)C. The product is [C:1]([O:4][C:5]1[C:26]2[C:21](=[CH:22][CH:23]=[CH:24][CH:25]=2)[C:8]2[O:9][CH2:10][CH:11]([C:12]3[CH:13]=[CH:14][C:15]([CH:18]([CH3:20])[CH3:19])=[CH:16][CH:17]=3)[C:7]=2[C:6]=1[CH3:27])(=[O:3])[CH3:2]. The yield is 0.740. (2) The reactants are [Br:1][C:2]1[CH:10]=[CH:9][C:8]([OH:11])=[C:7]2[C:3]=1[CH2:4][CH2:5][C:6]2=[O:12].C(OC(=O)C)(=O)C.[N+:20]([O-])([OH:22])=[O:21]. The catalyst is C(O)(=O)C. The product is [Br:1][C:2]1[CH:10]=[C:9]([N+:20]([O-:22])=[O:21])[C:8]([OH:11])=[C:7]2[C:3]=1[CH2:4][CH2:5][C:6]2=[O:12]. The yield is 0.790.